This data is from Merck oncology drug combination screen with 23,052 pairs across 39 cell lines. The task is: Regression. Given two drug SMILES strings and cell line genomic features, predict the synergy score measuring deviation from expected non-interaction effect. (1) Drug 1: CN(C)C(=N)N=C(N)N. Drug 2: C#Cc1cccc(Nc2ncnc3cc(OCCOC)c(OCCOC)cc23)c1. Cell line: SKOV3. Synergy scores: synergy=2.55. (2) Drug 1: CN(Cc1cnc2nc(N)nc(N)c2n1)c1ccc(C(=O)NC(CCC(=O)O)C(=O)O)cc1. Drug 2: CC1(c2nc3c(C(N)=O)cccc3[nH]2)CCCN1. Cell line: LOVO. Synergy scores: synergy=-15.1. (3) Drug 1: CN1C(=O)C=CC2(C)C3CCC4(C)C(NC(=O)OCC(F)(F)F)CCC4C3CCC12. Drug 2: CC1CC2C3CCC4=CC(=O)C=CC4(C)C3(F)C(O)CC2(C)C1(O)C(=O)CO. Cell line: SKMES1. Synergy scores: synergy=6.77. (4) Drug 1: CS(=O)(=O)CCNCc1ccc(-c2ccc3ncnc(Nc4ccc(OCc5cccc(F)c5)c(Cl)c4)c3c2)o1. Drug 2: CC1(c2nc3c(C(N)=O)cccc3[nH]2)CCCN1. Cell line: LNCAP. Synergy scores: synergy=18.8. (5) Drug 1: CN1C(=O)C=CC2(C)C3CCC4(C)C(NC(=O)OCC(F)(F)F)CCC4C3CCC12. Drug 2: CCC1(O)CC2CN(CCc3c([nH]c4ccccc34)C(C(=O)OC)(c3cc4c(cc3OC)N(C)C3C(O)(C(=O)OC)C(OC(C)=O)C5(CC)C=CCN6CCC43C65)C2)C1. Cell line: RPMI7951. Synergy scores: synergy=-18.5. (6) Drug 1: CC1(c2nc3c(C(N)=O)cccc3[nH]2)CCCN1. Drug 2: CNC(=O)c1cc(Oc2ccc(NC(=O)Nc3ccc(Cl)c(C(F)(F)F)c3)cc2)ccn1. Cell line: LOVO. Synergy scores: synergy=2.74.